From a dataset of Peptide-MHC class II binding affinity with 134,281 pairs from IEDB. Regression. Given a peptide amino acid sequence and an MHC pseudo amino acid sequence, predict their binding affinity value. This is MHC class II binding data. The peptide sequence is FDELELDPPEIEPGV. The MHC is DRB1_1501 with pseudo-sequence DRB1_1501. The binding affinity (normalized) is 0.226.